From a dataset of Forward reaction prediction with 1.9M reactions from USPTO patents (1976-2016). Predict the product of the given reaction. Given the reactants [F:1][C:2]1[C:7]([O:8][CH3:9])=[CH:6][CH:5]=C(N)C=1NC.C1N=CN([C:18]([N:20]2[CH:24]=[N:23][CH:22]=[CH:21]2)=O)C=1.C1C[O:28]CC1, predict the reaction product. The product is: [F:1][C:2]1[C:21]2[N:20]([CH3:18])[C:24](=[O:28])[NH:23][C:22]=2[CH:5]=[CH:6][C:7]=1[O:8][CH3:9].